This data is from NCI-60 drug combinations with 297,098 pairs across 59 cell lines. The task is: Regression. Given two drug SMILES strings and cell line genomic features, predict the synergy score measuring deviation from expected non-interaction effect. (1) Drug 1: CC12CCC3C(C1CCC2=O)CC(=C)C4=CC(=O)C=CC34C. Drug 2: B(C(CC(C)C)NC(=O)C(CC1=CC=CC=C1)NC(=O)C2=NC=CN=C2)(O)O. Cell line: MDA-MB-231. Synergy scores: CSS=42.8, Synergy_ZIP=-2.35, Synergy_Bliss=-4.93, Synergy_Loewe=-2.50, Synergy_HSA=-4.23. (2) Drug 1: C1=CN(C(=O)N=C1N)C2C(C(C(O2)CO)O)O.Cl. Drug 2: COCCOC1=C(C=C2C(=C1)C(=NC=N2)NC3=CC=CC(=C3)C#C)OCCOC.Cl. Cell line: HOP-62. Synergy scores: CSS=50.3, Synergy_ZIP=-1.63, Synergy_Bliss=-2.84, Synergy_Loewe=-6.22, Synergy_HSA=2.42. (3) Drug 2: CNC(=O)C1=NC=CC(=C1)OC2=CC=C(C=C2)NC(=O)NC3=CC(=C(C=C3)Cl)C(F)(F)F. Drug 1: C1=NC2=C(N=C(N=C2N1C3C(C(C(O3)CO)O)F)Cl)N. Cell line: SK-MEL-5. Synergy scores: CSS=6.37, Synergy_ZIP=-4.92, Synergy_Bliss=-5.44, Synergy_Loewe=-16.0, Synergy_HSA=-5.56. (4) Drug 1: CC1=C2C(C(=O)C3(C(CC4C(C3C(C(C2(C)C)(CC1OC(=O)C(C(C5=CC=CC=C5)NC(=O)OC(C)(C)C)O)O)OC(=O)C6=CC=CC=C6)(CO4)OC(=O)C)O)C)O. Drug 2: C1=CC=C(C=C1)NC(=O)CCCCCCC(=O)NO. Cell line: NCI-H460. Synergy scores: CSS=9.50, Synergy_ZIP=-4.90, Synergy_Bliss=-1.82, Synergy_Loewe=0.401, Synergy_HSA=-0.784. (5) Drug 1: C(=O)(N)NO. Drug 2: CC12CCC3C(C1CCC2O)C(CC4=C3C=CC(=C4)O)CCCCCCCCCS(=O)CCCC(C(F)(F)F)(F)F. Cell line: HL-60(TB). Synergy scores: CSS=3.78, Synergy_ZIP=-2.49, Synergy_Bliss=-6.37, Synergy_Loewe=-0.817, Synergy_HSA=-6.37. (6) Drug 1: CC(C1=C(C=CC(=C1Cl)F)Cl)OC2=C(N=CC(=C2)C3=CN(N=C3)C4CCNCC4)N. Drug 2: CC1CCC2CC(C(=CC=CC=CC(CC(C(=O)C(C(C(=CC(C(=O)CC(OC(=O)C3CCCCN3C(=O)C(=O)C1(O2)O)C(C)CC4CCC(C(C4)OC)O)C)C)O)OC)C)C)C)OC. Cell line: A549. Synergy scores: CSS=43.8, Synergy_ZIP=-2.34, Synergy_Bliss=-2.11, Synergy_Loewe=-6.55, Synergy_HSA=2.67. (7) Drug 1: CC(C1=C(C=CC(=C1Cl)F)Cl)OC2=C(N=CC(=C2)C3=CN(N=C3)C4CCNCC4)N. Drug 2: C1CN1P(=S)(N2CC2)N3CC3. Cell line: SF-539. Synergy scores: CSS=14.7, Synergy_ZIP=-6.50, Synergy_Bliss=-4.00, Synergy_Loewe=-3.79, Synergy_HSA=-3.17. (8) Drug 1: CCC(=C(C1=CC=CC=C1)C2=CC=C(C=C2)OCCN(C)C)C3=CC=CC=C3.C(C(=O)O)C(CC(=O)O)(C(=O)O)O. Drug 2: CN1C2=C(C=C(C=C2)N(CCCl)CCCl)N=C1CCCC(=O)O.Cl. Cell line: NCIH23. Synergy scores: CSS=10.4, Synergy_ZIP=-1.18, Synergy_Bliss=0.563, Synergy_Loewe=1.52, Synergy_HSA=-0.554. (9) Drug 1: C1C(C(OC1N2C=C(C(=O)NC2=O)F)CO)O. Drug 2: C1CCC(C(C1)N)N.C(=O)(C(=O)[O-])[O-].[Pt+4]. Cell line: OVCAR3. Synergy scores: CSS=20.1, Synergy_ZIP=-4.81, Synergy_Bliss=2.13, Synergy_Loewe=-2.06, Synergy_HSA=0.0722. (10) Drug 1: CNC(=O)C1=CC=CC=C1SC2=CC3=C(C=C2)C(=NN3)C=CC4=CC=CC=N4. Drug 2: CC1=CC2C(CCC3(C2CCC3(C(=O)C)OC(=O)C)C)C4(C1=CC(=O)CC4)C. Cell line: 786-0. Synergy scores: CSS=-1.63, Synergy_ZIP=0.857, Synergy_Bliss=-1.85, Synergy_Loewe=-4.00, Synergy_HSA=-3.51.